From a dataset of Reaction yield outcomes from USPTO patents with 853,638 reactions. Predict the reaction yield, written as a fraction of the theoretical maximum amount of product (1.0 means a 100% yield; for example, 0.34 means a 34% yield). The reactants are Cl[C:2]1[C:11]2[C:6](=[CH:7][C:8]([O:16][CH3:17])=[C:9]([C:12]([O:14][CH3:15])=[O:13])[CH:10]=2)[N:5]=[CH:4][CH:3]=1.[OH:18][C:19]1[CH:20]=[C:21]2[C:25](=[CH:26][CH:27]=1)[NH:24][CH:23]=[CH:22]2.C(N(C(C)C)CC)(C)C. The catalyst is CN1CCCC1=O. The product is [CH3:15][O:14][C:12]([C:9]1[CH:10]=[C:11]2[C:6](=[CH:7][C:8]=1[O:16][CH3:17])[N:5]=[CH:4][CH:3]=[C:2]2[O:18][C:19]1[CH:20]=[C:21]2[C:25](=[CH:26][CH:27]=1)[NH:24][CH:23]=[CH:22]2)=[O:13]. The yield is 0.298.